This data is from Forward reaction prediction with 1.9M reactions from USPTO patents (1976-2016). The task is: Predict the product of the given reaction. (1) Given the reactants [C:1]([Si:5]([CH3:8])([CH3:7])Cl)([CH3:4])([CH3:3])[CH3:2].N1C=CN=C1.[Br:14][C:15]1[CH:20]=[CH:19][C:18]([CH2:21][CH2:22][CH2:23][CH2:24][OH:25])=[CH:17][CH:16]=1.O, predict the reaction product. The product is: [Br:14][C:15]1[CH:16]=[CH:17][C:18]([CH2:21][CH2:22][CH2:23][CH2:24][O:25][Si:5]([C:1]([CH3:4])([CH3:3])[CH3:2])([CH3:8])[CH3:7])=[CH:19][CH:20]=1. (2) Given the reactants C(O)(C(F)(F)F)=O.[CH:8]1([N:13]2[C:17]3[N:18]=[C:19]([NH2:22])[N:20]=[CH:21][C:16]=3[C:15]3[CH:23]=[CH:24][N:25]=[CH:26][C:14]2=3)[CH2:12][CH2:11][CH2:10][CH2:9]1.Cl[C:28]1[N:33]=[CH:32][C:31]([C:34]([N:36]2[CH2:41][CH2:40][CH:39]([N:42]([CH3:44])[CH3:43])[CH2:38][CH2:37]2)=[O:35])=[CH:30][CH:29]=1, predict the reaction product. The product is: [CH:8]1([N:13]2[C:17]3[N:18]=[C:19]([NH:22][C:28]4[CH:29]=[CH:30][C:31]([C:34]([N:36]5[CH2:37][CH2:38][CH:39]([N:42]([CH3:44])[CH3:43])[CH2:40][CH2:41]5)=[O:35])=[CH:32][N:33]=4)[N:20]=[CH:21][C:16]=3[C:15]3[CH:23]=[CH:24][N:25]=[CH:26][C:14]2=3)[CH2:9][CH2:10][CH2:11][CH2:12]1.